From a dataset of Full USPTO retrosynthesis dataset with 1.9M reactions from patents (1976-2016). Predict the reactants needed to synthesize the given product. (1) Given the product [CH2:18]([N:25]1[C:33]2[C:28](=[CH:29][C:30]([NH:34][C:10]3[N:11]=[C:6]([Cl:8])[N:5]=[CH:4][N:3]=3)=[CH:31][CH:32]=2)[CH:27]=[N:26]1)[C:19]1[CH:20]=[CH:21][CH:22]=[CH:23][CH:24]=1, predict the reactants needed to synthesize it. The reactants are: ClN1C=[C:6]([Cl:8])[N:5]=[CH:4][NH:3]1.C[CH2:10][N:11](C(C)C)C(C)C.[CH2:18]([N:25]1[C:33]2[C:28](=[CH:29][C:30]([NH2:34])=[CH:31][CH:32]=2)[CH:27]=[N:26]1)[C:19]1[CH:24]=[CH:23][CH:22]=[CH:21][CH:20]=1.CCOCC. (2) Given the product [Br:1][C:2]1[CH:3]=[CH:4][C:5]([O:6][CH2:7][CH:8]([O:13][CH3:19])[CH2:9][N:10]([CH3:12])[CH3:11])=[CH:14][CH:15]=1, predict the reactants needed to synthesize it. The reactants are: [Br:1][C:2]1[CH:15]=[CH:14][C:5]([O:6][CH2:7][CH:8]([OH:13])[CH2:9][N:10]([CH3:12])[CH3:11])=[CH:4][CH:3]=1.[H-].[Na+].I[CH3:19]. (3) The reactants are: C(OC([N:8]1[CH2:13][CH2:12][CH:11]([NH:14][C:15]2[O:16][C:17]3[CH:23]=[CH:22][CH:21]=[C:20]([O:24][CH2:25][C:26]4[CH:31]=[CH:30][N:29]=[CH:28][CH:27]=4)[C:18]=3[N:19]=2)[CH2:10][CH2:9]1)=O)(C)(C)C.Cl.[NH4+].[OH-]. Given the product [NH:8]1[CH2:9][CH2:10][CH:11]([NH:14][C:15]2[O:16][C:17]3[CH:23]=[CH:22][CH:21]=[C:20]([O:24][CH2:25][C:26]4[CH:27]=[CH:28][N:29]=[CH:30][CH:31]=4)[C:18]=3[N:19]=2)[CH2:12][CH2:13]1, predict the reactants needed to synthesize it. (4) Given the product [C:15](/[N:14]=[C:9]1/[N:8]([C:5]2[CH:6]=[CH:7][C:2]([N:31]3[CH:32]=[C:28]([CH2:27][NH:26][C:24]([C:22]4[S:23][C:19]([Cl:18])=[CH:20][CH:21]=4)=[O:25])[N:29]=[CH:30]3)=[CH:3][CH:4]=2)[CH:13]=[CH:12][CH:11]=[CH:10]/1)(=[O:17])[CH3:16], predict the reactants needed to synthesize it. The reactants are: I[C:2]1[CH:7]=[CH:6][C:5]([N:8]2[CH:13]=[CH:12][CH:11]=[CH:10]/[C:9]/2=[N:14]\[C:15](=[O:17])[CH3:16])=[CH:4][CH:3]=1.[Cl:18][C:19]1[S:23][C:22]([C:24]([NH:26][CH2:27][C:28]2[N:29]=[CH:30][NH:31][CH:32]=2)=[O:25])=[CH:21][CH:20]=1.OC1C=CC=C2C=1N=CC=C2.C([O-])([O-])=O.[K+].[K+]. (5) Given the product [CH:1]1([N:4]2[C:8]3[N:9]=[C:10]([CH:16]4[CH2:18][CH2:17]4)[CH:11]=[C:12]([C:13]([NH:20][CH2:21][C:22]4[C:23](=[O:32])[NH:24][C:25]([CH3:31])=[CH:26][C:27]=4[CH2:28][CH2:29][CH3:30])=[O:15])[C:7]=3[C:6]([CH3:19])=[N:5]2)[CH2:2][CH2:3]1, predict the reactants needed to synthesize it. The reactants are: [CH:1]1([N:4]2[C:8]3[N:9]=[C:10]([CH:16]4[CH2:18][CH2:17]4)[CH:11]=[C:12]([C:13]([OH:15])=O)[C:7]=3[C:6]([CH3:19])=[N:5]2)[CH2:3][CH2:2]1.[NH2:20][CH2:21][C:22]1[C:23](=[O:32])[NH:24][C:25]([CH3:31])=[CH:26][C:27]=1[CH2:28][CH2:29][CH3:30].ON1C2N=CC=CC=2N=N1.C(Cl)CCl.CN1CCOCC1.